Dataset: NCI-60 drug combinations with 297,098 pairs across 59 cell lines. Task: Regression. Given two drug SMILES strings and cell line genomic features, predict the synergy score measuring deviation from expected non-interaction effect. (1) Drug 1: CCCS(=O)(=O)NC1=C(C(=C(C=C1)F)C(=O)C2=CNC3=C2C=C(C=N3)C4=CC=C(C=C4)Cl)F. Drug 2: CN(C)C1=NC(=NC(=N1)N(C)C)N(C)C. Cell line: CAKI-1. Synergy scores: CSS=6.17, Synergy_ZIP=-3.08, Synergy_Bliss=-1.40, Synergy_Loewe=-3.01, Synergy_HSA=-0.380. (2) Drug 1: C1CC(CNC1)C2=CC=C(C=C2)N3C=C4C=CC=C(C4=N3)C(=O)N. Drug 2: CN1C=C(C=N1)C2=C3N=C(C(=C(N3N=C2)N)Br)C4CCCNC4. Cell line: HT29. Synergy scores: CSS=30.4, Synergy_ZIP=-1.77, Synergy_Bliss=-1.06, Synergy_Loewe=-1.95, Synergy_HSA=2.24. (3) Drug 1: CN1CCC(CC1)COC2=C(C=C3C(=C2)N=CN=C3NC4=C(C=C(C=C4)Br)F)OC. Drug 2: C1=CC(=CC=C1CC(C(=O)O)N)N(CCCl)CCCl.Cl. Cell line: UO-31. Synergy scores: CSS=26.4, Synergy_ZIP=-7.71, Synergy_Bliss=0.588, Synergy_Loewe=-3.48, Synergy_HSA=2.11. (4) Drug 1: COC1=CC(=CC(=C1O)OC)C2C3C(COC3=O)C(C4=CC5=C(C=C24)OCO5)OC6C(C(C7C(O6)COC(O7)C8=CC=CS8)O)O. Drug 2: C1=CN(C=N1)CC(O)(P(=O)(O)O)P(=O)(O)O. Cell line: UACC62. Synergy scores: CSS=-2.63, Synergy_ZIP=-9.95, Synergy_Bliss=-20.9, Synergy_Loewe=-40.8, Synergy_HSA=-20.4. (5) Drug 1: C1CCC(C1)C(CC#N)N2C=C(C=N2)C3=C4C=CNC4=NC=N3. Drug 2: C1CC(C1)(C(=O)O)C(=O)O.[NH2-].[NH2-].[Pt+2]. Cell line: NCI-H522. Synergy scores: CSS=29.3, Synergy_ZIP=-7.59, Synergy_Bliss=-0.228, Synergy_Loewe=0.344, Synergy_HSA=1.21. (6) Drug 1: CC1=C(C=C(C=C1)NC2=NC=CC(=N2)N(C)C3=CC4=NN(C(=C4C=C3)C)C)S(=O)(=O)N.Cl. Drug 2: CC1CCC2CC(C(=CC=CC=CC(CC(C(=O)C(C(C(=CC(C(=O)CC(OC(=O)C3CCCCN3C(=O)C(=O)C1(O2)O)C(C)CC4CCC(C(C4)OC)O)C)C)O)OC)C)C)C)OC. Cell line: OVCAR-8. Synergy scores: CSS=24.6, Synergy_ZIP=-1.42, Synergy_Bliss=2.40, Synergy_Loewe=-5.89, Synergy_HSA=2.92. (7) Drug 1: C1CC(=O)NC(=O)C1N2CC3=C(C2=O)C=CC=C3N. Drug 2: CC(CN1CC(=O)NC(=O)C1)N2CC(=O)NC(=O)C2. Cell line: A498. Synergy scores: CSS=29.5, Synergy_ZIP=3.09, Synergy_Bliss=4.46, Synergy_Loewe=5.25, Synergy_HSA=7.25. (8) Drug 1: CC1=C(C(CCC1)(C)C)C=CC(=CC=CC(=CC(=O)O)C)C. Drug 2: CC1=C(C=C(C=C1)C(=O)NC2=CC(=CC(=C2)C(F)(F)F)N3C=C(N=C3)C)NC4=NC=CC(=N4)C5=CN=CC=C5. Cell line: HOP-92. Synergy scores: CSS=1.08, Synergy_ZIP=0.0698, Synergy_Bliss=0.960, Synergy_Loewe=1.34, Synergy_HSA=0.592.